From a dataset of In vitro SARS-CoV-2 activity screen of 1,480 approved drugs from Prestwick library. Binary Classification. Given a drug SMILES string, predict its activity (active/inactive) in a high-throughput screening assay against a specified biological target. The molecule is CCCCOC(=O)c1ccc(N)cc1. The result is 0 (inactive).